This data is from Forward reaction prediction with 1.9M reactions from USPTO patents (1976-2016). The task is: Predict the product of the given reaction. (1) Given the reactants Br[C:2]1[CH:7]=[C:6]([N+:8]([O-:10])=[O:9])[CH:5]=[C:4]([Cl:11])[CH:3]=1.[F:12][C:13]1[CH:18]=[C:17]([F:19])[CH:16]=[CH:15][C:14]=1[OH:20].CN(C)CC(O)=O.C([O-])([O-])=O.[Cs+].[Cs+], predict the reaction product. The product is: [Cl:11][C:4]1[CH:3]=[C:2]([CH:7]=[C:6]([N+:8]([O-:10])=[O:9])[CH:5]=1)[O:20][C:14]1[CH:15]=[CH:16][C:17]([F:19])=[CH:18][C:13]=1[F:12]. (2) Given the reactants [Cl:1][C:2]1[CH:7]=[CH:6][C:5]([CH2:8]Cl)=[CH:4][N:3]=1.C(=O)([O-])[O-].[K+].[K+].[F:16][C:17]([F:27])([F:26])[C:18](=[O:25])[CH:19]=[C:20]1C[CH2:23][CH2:22][S:21]1.C(#[N:30])C, predict the reaction product. The product is: [Cl:1][C:2]1[N:3]=[CH:4][C:5]([CH2:8][N:30]2[CH2:23][CH2:22][S:21][C:20]2=[CH:19][C:18](=[O:25])[C:17]([F:27])([F:26])[F:16])=[CH:6][CH:7]=1.